This data is from Reaction yield outcomes from USPTO patents with 853,638 reactions. The task is: Predict the reaction yield, written as a fraction of the theoretical maximum amount of product (1.0 means a 100% yield; for example, 0.34 means a 34% yield). (1) The reactants are Br[CH:2]([C:8]([C:10]1[CH:15]=[CH:14][C:13]([Cl:16])=[CH:12][C:11]=1[Cl:17])=O)[C:3]([O:5][CH2:6][CH3:7])=[O:4].[NH2:18][C:19]([NH2:21])=[S:20]. The catalyst is C(O)C. The product is [NH2:21][C:19]1[S:20][C:2]([C:3]([O:5][CH2:6][CH3:7])=[O:4])=[C:8]([C:10]2[CH:15]=[CH:14][C:13]([Cl:16])=[CH:12][C:11]=2[Cl:17])[N:18]=1. The yield is 0.990. (2) The yield is 0.730. The catalyst is CN(C=O)C. The product is [NH2:31][N:4]1[CH:5]=[CH:6][C:2]([CH3:1])=[C:3]1[C:7]([NH:9][C:10]1[CH:15]=[CH:14][CH:13]=[CH:12][C:11]=1[CH3:16])=[O:8]. The reactants are [CH3:1][C:2]1[CH:6]=[CH:5][NH:4][C:3]=1[C:7]([NH:9][C:10]1[CH:15]=[CH:14][CH:13]=[CH:12][C:11]=1[CH3:16])=[O:8].[H-].[Na+].C1(C)C=C(C)C=C(C)C=1S(O[NH2:31])(=O)=O. (3) The reactants are [Br:1][C:2]1[CH:3]=[C:4]([N:8]2[CH2:12][CH2:11][CH:10]([OH:13])[CH2:9]2)[CH:5]=[CH:6][CH:7]=1.[CH3:14][C:15]([Si:18](Cl)([CH3:20])[CH3:19])([CH3:17])[CH3:16].N1C=CN=C1. The catalyst is C(#N)C. The product is [Br:1][C:2]1[CH:3]=[C:4]([N:8]2[CH2:12][CH2:11][CH:10]([O:13][Si:18]([C:15]([CH3:17])([CH3:16])[CH3:14])([CH3:20])[CH3:19])[CH2:9]2)[CH:5]=[CH:6][CH:7]=1. The yield is 0.740. (4) The reactants are II.[C:3]([O:7][C:8]([NH:10][C@@H:11]([CH2:16]I)[C:12]([O:14][CH3:15])=[O:13])=[O:9])([CH3:6])([CH3:5])[CH3:4].Br[C:19]1[CH:24]=[CH:23][C:22]([C:25]2[N:26]=[C:27]([C:30]3[CH:35]=[CH:34][C:33]([O:36][CH2:37][CH2:38][CH2:39][CH2:40][CH2:41][CH2:42][CH3:43])=[CH:32][CH:31]=3)[O:28][CH:29]=2)=[CH:21][CH:20]=1.C1COCC1. The catalyst is CN(C=O)C.[Zn].C1C=CC(/C=C/C(/C=C/C2C=CC=CC=2)=O)=CC=1.C1C=CC(/C=C/C(/C=C/C2C=CC=CC=2)=O)=CC=1.C1C=CC(/C=C/C(/C=C/C2C=CC=CC=2)=O)=CC=1.[Pd].[Pd].C1(P(C2CCCCC2)C2C=CC=CC=2C2C(OC)=CC=CC=2OC)CCCCC1. The product is [C:3]([O:7][C:8]([NH:10][C@@H:11]([CH2:16][C:19]1[CH:20]=[CH:21][C:22]([C:25]2[N:26]=[C:27]([C:30]3[CH:31]=[CH:32][C:33]([O:36][CH2:37][CH2:38][CH2:39][CH2:40][CH2:41][CH2:42][CH3:43])=[CH:34][CH:35]=3)[O:28][CH:29]=2)=[CH:23][CH:24]=1)[C:12]([O:14][CH3:15])=[O:13])=[O:9])([CH3:6])([CH3:5])[CH3:4]. The yield is 0.650. (5) The reactants are Cl.[C:2]([NH:5][C:6]1[CH:7]=[C:8]([CH:12]2[CH2:17][CH2:16][NH:15][CH2:14][CH2:13]2)[CH:9]=[CH:10][CH:11]=1)(=[O:4])[CH3:3].Br[CH2:19][CH2:20][CH2:21][OH:22].C([O-])([O-])=O.[K+].[K+].O. The catalyst is CN(C)C=O. The product is [C:2]([NH:5][C:6]1[CH:7]=[C:8]([CH:12]2[CH2:13][CH2:14][N:15]([CH2:19][CH2:20][CH2:21][OH:22])[CH2:16][CH2:17]2)[CH:9]=[CH:10][CH:11]=1)(=[O:4])[CH3:3]. The yield is 0.850. (6) The reactants are [NH2:1][C:2]1[N:7]=[CH:6][N:5]=[C:4]2[N:8]([CH2:25][C@@H:26]3[CH2:30][CH2:29][CH2:28][N:27]3[C:31](=[O:35])[CH2:32][C:33]#[N:34])[N:9]=[C:10]([C:11]3[CH:16]=[CH:15][C:14]([O:17][C:18]4[CH:23]=[CH:22][CH:21]=[CH:20][CH:19]=4)=[CH:13][C:12]=3[F:24])[C:3]=12.[CH:36]1([CH:39]=O)[CH2:38][CH2:37]1.N1CCCCC1. The catalyst is C(O)C. The product is [NH2:1][C:2]1[N:7]=[CH:6][N:5]=[C:4]2[N:8]([CH2:25][C@@H:26]3[CH2:30][CH2:29][CH2:28][N:27]3[C:31]([C:32](=[CH:39][CH:36]3[CH2:38][CH2:37]3)[C:33]#[N:34])=[O:35])[N:9]=[C:10]([C:11]3[CH:16]=[CH:15][C:14]([O:17][C:18]4[CH:19]=[CH:20][CH:21]=[CH:22][CH:23]=4)=[CH:13][C:12]=3[F:24])[C:3]=12. The yield is 0.550. (7) The reactants are [NH2:1][C:2]1[CH:3]=[C:4]([NH:13][C:14](=[O:16])[CH3:15])[CH:5]=[C:6]([N:8]2[CH:12]=[CH:11][CH:10]=[CH:9]2)[CH:7]=1.F[C:18]1[CH:23]=[CH:22][C:21]([I:24])=[CH:20][C:19]=1[N+:25]([O-:27])=[O:26].[F-].[K+]. The catalyst is CN(C=O)C. The product is [I:24][C:21]1[CH:22]=[CH:23][C:18]([NH:1][C:2]2[CH:3]=[C:4]([NH:13][C:14](=[O:16])[CH3:15])[CH:5]=[C:6]([N:8]3[CH:9]=[CH:10][CH:11]=[CH:12]3)[CH:7]=2)=[C:19]([N+:25]([O-:27])=[O:26])[CH:20]=1. The yield is 0.490. (8) The reactants are [S:1]1[CH2:5][C@@H:4]([CH2:6][OH:7])[NH:3][CH2:2]1.[Cl:8][CH2:9][CH:10]1[CH2:12]O1. No catalyst specified. The product is [Cl:8][CH2:9][CH:10]1[O:7][CH2:6][C@@H:4]2[CH2:5][S:1][CH2:2][N:3]2[CH2:12]1. The yield is 0.0240. (9) The reactants are Cl[CH2:2][C@:3]([C:8]1[CH:13]=[CH:12][C:11]([F:14])=[CH:10][C:9]=1[F:15])([OH:7])[C@@H:4]([OH:6])[CH3:5].C[O-].[Na+].O.C(OCC)(=O)C. The catalyst is CO. The product is [O:7]1[C@:3]([C:8]2[CH:13]=[CH:12][C:11]([F:14])=[CH:10][C:9]=2[F:15])([C@@H:4]([OH:6])[CH3:5])[CH2:2]1. The yield is 0.960. (10) The reactants are [Cl:1][C:2]1[CH:3]=[N+:4]([O-])[CH:5]=[CH:6][C:7]=1[O:8][CH:9]([CH3:11])[CH3:10].C[Si]([C:17]#[N:18])(C)C.CC#N. No catalyst specified. The product is [Cl:1][C:2]1[C:3]([C:17]#[N:18])=[N:4][CH:5]=[CH:6][C:7]=1[O:8][CH:9]([CH3:11])[CH3:10]. The yield is 0.982.